From a dataset of Full USPTO retrosynthesis dataset with 1.9M reactions from patents (1976-2016). Predict the reactants needed to synthesize the given product. (1) The reactants are: Br[C:2]1[CH:10]=[C:9]2[C:5]([CH:6]=[N:7][NH:8]2)=[C:4]([NH:11][C:12]([C:14]2[CH:19]=[CH:18][CH:17]=[CH:16][N:15]=2)=[O:13])[CH:3]=1.[CH3:20][N:21]1[C:29]2[C:24](=[CH:25][C:26](B(O)O)=[CH:27][CH:28]=2)[CH:23]=[CH:22]1.C(=O)([O-])[O-].[Na+].[Na+]. Given the product [CH3:20][N:21]1[C:29]2[C:24](=[CH:25][C:26]([C:2]3[CH:10]=[C:9]4[C:5]([CH:6]=[N:7][NH:8]4)=[C:4]([NH:11][C:12]([C:14]4[CH:19]=[CH:18][CH:17]=[CH:16][N:15]=4)=[O:13])[CH:3]=3)=[CH:27][CH:28]=2)[CH:23]=[CH:22]1, predict the reactants needed to synthesize it. (2) The reactants are: [C:1]([C:5]1[CH:10]=[C:9]([F:11])[CH:8]=[C:7]([CH:12]([O:15][CH3:16])[O:13][CH3:14])[CH:6]=1)([CH3:4])([CH3:3])[CH3:2].[C:17](=[O:19])=[O:18].Cl. Given the product [C:1]([C:5]1[CH:10]=[C:9]([F:11])[C:8]([C:17]([OH:19])=[O:18])=[C:7]([CH:12]([O:13][CH3:14])[O:15][CH3:16])[CH:6]=1)([CH3:4])([CH3:2])[CH3:3], predict the reactants needed to synthesize it. (3) Given the product [F:1][C:2]1[CH:3]=[CH:4][C:5]([CH2:8][NH:9][CH2:10][CH2:11][CH2:12][C:13]([N:17]([CH2:18][C:19]2[CH:24]=[CH:23][CH:22]=[CH:21][C:20]=2[N:25]2[CH2:26][CH2:27][N:28]([CH3:31])[CH2:29][CH2:30]2)[CH3:16])=[O:15])=[CH:6][CH:7]=1, predict the reactants needed to synthesize it. The reactants are: [F:1][C:2]1[CH:7]=[CH:6][C:5]([CH2:8][NH:9][CH2:10][CH2:11][CH2:12][C:13]([OH:15])=O)=[CH:4][CH:3]=1.[CH3:16][NH:17][CH2:18][C:19]1[CH:24]=[CH:23][CH:22]=[CH:21][C:20]=1[N:25]1[CH2:30][CH2:29][N:28]([CH3:31])[CH2:27][CH2:26]1. (4) Given the product [I:1][C:2]1[CH:3]=[CH:4][C:5]([CH2:8][N:9]2[C:14]3[N:15]=[CH:16][CH:17]=[CH:18][C:13]=3[C:12]3=[N:33][N:32]([CH:28]4[CH2:29][CH2:30][CH2:31][O:26][CH2:27]4)[C:20](=[O:22])[C:11]3=[N:10]2)=[CH:6][CH:7]=1, predict the reactants needed to synthesize it. The reactants are: [I:1][C:2]1[CH:7]=[CH:6][C:5]([CH2:8][N:9]2[C:14]3[N:15]=[CH:16][CH:17]=[CH:18][C:13]=3[C:12](=S)[C:11]([C:20]([O:22]CC)=O)=[N:10]2)=[CH:4][CH:3]=1.Cl.[O:26]1[CH2:31][CH2:30][CH2:29][CH:28]([NH:32][NH2:33])[CH2:27]1.C(=O)([O-])[O-].[K+].[K+].CN(C)C=O.